This data is from Catalyst prediction with 721,799 reactions and 888 catalyst types from USPTO. The task is: Predict which catalyst facilitates the given reaction. (1) Reactant: [CH2:1]([O:3][C:4]1[N:12]=[C:11]([O:13][CH2:14][CH3:15])[CH:10]=[CH:9][C:5]=1[C:6]([OH:8])=[O:7])[CH3:2].C(=O)([O-])[O-].[Cs+].[Cs+].[CH2:22](I)[CH3:23]. Product: [CH2:1]([O:3][C:4]1[N:12]=[C:11]([O:13][CH2:14][CH3:15])[CH:10]=[CH:9][C:5]=1[C:6]([O:8][CH2:22][CH3:23])=[O:7])[CH3:2]. The catalyst class is: 9. (2) Reactant: [H-].[Na+].[S:3]1[CH:7]=[CH:6][C:5]([NH:8][C:9](=[O:13])[O:10][CH2:11][CH3:12])=[CH:4]1.[CH2:14](Br)[C:15]1[CH:20]=[CH:19][CH:18]=[CH:17][CH:16]=1. Product: [C:15]1([CH2:14][N:8]([C:5]2[CH:6]=[CH:7][S:3][CH:4]=2)[C:9](=[O:13])[O:10][CH2:11][CH3:12])[CH:20]=[CH:19][CH:18]=[CH:17][CH:16]=1. The catalyst class is: 735. (3) Reactant: [S:1]1[CH:5]=[CH:4][C:3]([C@H:6]2[C@H:15]3[CH2:16][CH2:17][N:18]([C:19]([C@H:21]4[CH2:26][CH2:25][CH2:24][CH2:23][C@H:22]4[NH:27][C:28](=[O:35])[C:29]4[CH:34]=[CH:33][CH:32]=[CH:31][CH:30]=4)=[O:20])[C@H:14]3[C:13]3[CH:12]=[CH:11][CH:10]=[CH:9][C:8]=3[NH:7]2)=[CH:2]1.S1C=CC([C@H]2[C@@H]3CCN(C([C@H]4CCCC[C@H]4NC(=O)C4C=CC=CC=4)=O)[C@@H]3C3C=CC=CC=3N2)=C1. Product: [S:1]1[CH:5]=[CH:4][C:3]([C:6]2[C:15]3[CH2:16][CH2:17][N:18]([C:19]([C@H:21]4[CH2:26][CH2:25][CH2:24][CH2:23][C@H:22]4[NH:27][C:28](=[O:35])[C:29]4[CH:34]=[CH:33][CH:32]=[CH:31][CH:30]=4)=[O:20])[C:14]=3[C:13]3[CH:12]=[CH:11][CH:10]=[CH:9][C:8]=3[N:7]=2)=[CH:2]1. The catalyst class is: 661. (4) Reactant: [C:1]([O:5][CH2:6][CH2:7][CH2:8][CH2:9][CH2:10][CH2:11][O:12][C:13]1[CH:21]=[CH:20][C:16]([C:17]([OH:19])=[O:18])=[CH:15][CH:14]=1)(=[O:4])[CH:2]=[CH2:3].S(Cl)(Cl)=O.[Br:26][CH2:27][CH2:28][CH2:29][CH2:30][CH2:31][CH2:32][O:33][C:34]1[CH:39]=[CH:38][C:37](O)=[CH:36][CH:35]=1.[Cl-].[NH4+]. Product: [C:1]([O:5][CH2:6][CH2:7][CH2:8][CH2:9][CH2:10][CH2:11][O:12][C:13]1[CH:14]=[CH:15][C:16]([C:17]([O:19][C:37]2[CH:38]=[CH:39][C:34]([O:33][CH2:32][CH2:31][CH2:30][CH2:29][CH2:28][CH2:27][Br:26])=[CH:35][CH:36]=2)=[O:18])=[CH:20][CH:21]=1)(=[O:4])[CH:2]=[CH2:3]. The catalyst class is: 571. (5) Reactant: [C:1]1([O:9][CH3:10])[C:2](=[CH:5][CH:6]=[CH:7][CH:8]=1)[O:3][CH3:4].C([Li])CCC.COCN[C:20]([CH:22]1[CH2:27][CH2:26][N:25]([C:28]([O:30][C:31]([CH3:34])([CH3:33])[CH3:32])=[O:29])[CH2:24][CH2:23]1)=[O:21]. Product: [CH3:4][O:3][C:2]1[C:1]([O:9][CH3:10])=[CH:8][CH:7]=[CH:6][C:5]=1[C:20]([CH:22]1[CH2:27][CH2:26][N:25]([C:28]([O:30][C:31]([CH3:34])([CH3:33])[CH3:32])=[O:29])[CH2:24][CH2:23]1)=[O:21]. The catalyst class is: 7.